Task: Regression. Given a peptide amino acid sequence and an MHC pseudo amino acid sequence, predict their binding affinity value. This is MHC class I binding data.. Dataset: Peptide-MHC class I binding affinity with 185,985 pairs from IEDB/IMGT (1) The peptide sequence is IPLGVIHNS. The MHC is HLA-A02:01 with pseudo-sequence HLA-A02:01. The binding affinity (normalized) is 0. (2) The peptide sequence is LLLISMYAL. The MHC is HLA-A02:01 with pseudo-sequence HLA-A02:01. The binding affinity (normalized) is 0.857. (3) The peptide sequence is TKDETREQL. The MHC is HLA-A26:02 with pseudo-sequence HLA-A26:02. The binding affinity (normalized) is 0.0847. (4) The peptide sequence is TALLLACAVI. The binding affinity (normalized) is 0.00638. The MHC is H-2-Kb with pseudo-sequence H-2-Kb. (5) The peptide sequence is IMRMCHEG. The MHC is H-2-Kb with pseudo-sequence H-2-Kb. The binding affinity (normalized) is 0. (6) The peptide sequence is SFFSSWQII. The MHC is H-2-Kd with pseudo-sequence H-2-Kd. The binding affinity (normalized) is 0.746. (7) The peptide sequence is CVMYASALV. The MHC is HLA-A68:02 with pseudo-sequence HLA-A68:02. The binding affinity (normalized) is 1.00.